The task is: Predict the reaction yield, written as a fraction of the theoretical maximum amount of product (1.0 means a 100% yield; for example, 0.34 means a 34% yield).. This data is from Reaction yield outcomes from USPTO patents with 853,638 reactions. (1) The reactants are [CH2:1]([O:3][C:4]([C:6]1[C:7](Cl)=[N:8][C:9]([S:12][CH3:13])=[N:10][CH:11]=1)=[O:5])[CH3:2].[CH:15]([NH2:18])([CH3:17])[CH3:16]. No catalyst specified. The product is [CH2:1]([O:3][C:4]([C:6]1[C:7]([NH:18][CH:15]([CH3:17])[CH3:16])=[N:8][C:9]([S:12][CH3:13])=[N:10][CH:11]=1)=[O:5])[CH3:2]. The yield is 0.870. (2) No catalyst specified. The yield is 0.760. The product is [F:1][C:2]1[CH:3]=[C:4]2[C:8](=[CH:9][CH:10]=1)[N:7]([CH2:11][C:12]([O:14][CH3:15])=[O:13])[C:6]([CH3:16])=[C:5]2[CH2:17][C:18]1[CH:23]=[CH:22][C:21](=[O:24])[NH:20][CH:19]=1. The reactants are [F:1][C:2]1[CH:3]=[C:4]2[C:8](=[CH:9][CH:10]=1)[N:7]([CH2:11][C:12]([O:14][CH3:15])=[O:13])[C:6]([CH3:16])=[C:5]2[CH2:17][C:18]1[CH:19]=[N:20][C:21]([O:24]C)=[CH:22][CH:23]=1.O=C1NC=C(C=O)C=C1.C([SiH](CC)CC)C.FC(F)(F)C(O)=O. (3) The reactants are O[CH:2]1[C:6]2([CH2:9][N:8](C(OCC3C=CC=CC=3)=O)[CH2:7]2)[CH2:5][O:4][CH2:3]1.[H][H].C[OH:23]. The catalyst is [Pd]. The product is [CH2:9]1[C:6]2([CH2:2][CH2:3][O:4][CH2:5]2)[CH:7]([OH:23])[NH:8]1. The yield is 0.980. (4) The reactants are C(OC(=O)[NH:7][C@H:8]1[CH2:13][CH2:12][C@H:11]([CH2:14][CH2:15][N:16]2[CH2:21][CH2:20][N:19]([C:22]3[CH:27]=[C:26]([CH2:28][CH2:29][O:30][CH3:31])[N:25]=[C:24]([C:32]([CH3:35])([CH3:34])[CH3:33])[N:23]=3)[CH2:18][CH2:17]2)[CH2:10][CH2:9]1)(C)(C)C. The catalyst is Cl.CO. The product is [C:32]([C:24]1[N:23]=[C:22]([N:19]2[CH2:20][CH2:21][N:16]([CH2:15][CH2:14][C@H:11]3[CH2:10][CH2:9][C@H:8]([NH2:7])[CH2:13][CH2:12]3)[CH2:17][CH2:18]2)[CH:27]=[C:26]([CH2:28][CH2:29][O:30][CH3:31])[N:25]=1)([CH3:35])([CH3:33])[CH3:34]. The yield is 0.920. (5) The reactants are C(OC([NH:8][C:9]1[O:17][C:16]2[C:11](=[N:12][CH:13]=[C:14]([CH:18]3[CH2:20][CH2:19]3)[CH:15]=2)[C:10]=1[C:21]([NH:23][C:24]1[CH:25]=[N:26][CH:27]=[CH:28][C:29]=1[N:30]1[CH2:35][C@H:34]([CH3:36])[CH2:33][C@H:32]([NH:37]C(=O)OC(C)(C)C)[CH2:31]1)=[O:22])=O)(C)(C)C.Cl.O1CCOCC1. The catalyst is CO. The product is [NH2:8][C:9]1[O:17][C:16]2[C:11](=[N:12][CH:13]=[C:14]([CH:18]3[CH2:20][CH2:19]3)[CH:15]=2)[C:10]=1[C:21]([NH:23][C:24]1[CH:25]=[N:26][CH:27]=[CH:28][C:29]=1[N:30]1[CH2:35][C@H:34]([CH3:36])[CH2:33][C@H:32]([NH2:37])[CH2:31]1)=[O:22]. The yield is 0.570. (6) The reactants are [NH2:1][C:2]1[C:3]2[C:10]([C:11]([NH2:13])=[O:12])=[CH:9][N:8]([C@@H:14]3[O:24][C@H:23]4[C@@H:16]([O:17][Si](C(C)C)(C(C)C)O[Si](C(C)C)(C(C)C)[O:21][CH2:22]4)[C@@H:15]3[N:37]=[N+:38]=[N-:39])[C:4]=2[N:5]=[CH:6][N:7]=1.CCCC[N+](CCCC)(CCCC)CCCC.[F-]. The catalyst is C1COCC1. The product is [NH2:1][C:2]1[C:3]2[C:10]([C:11]([NH2:13])=[O:12])=[CH:9][N:8]([C@H:14]3[C@@H:15]([N:37]=[N+:38]=[N-:39])[C@H:16]([OH:17])[C@@H:23]([CH2:22][OH:21])[O:24]3)[C:4]=2[N:5]=[CH:6][N:7]=1. The yield is 0.400. (7) The reactants are [C:1]([O:5][C:6]([NH:8][C@@H:9]([CH2:13][NH:14][C:15]1[CH:20]=[C:19]([CH3:21])[CH:18]=[C:17]([CH3:22])[C:16]=1[N+:23]([O-])=O)[C:10]([OH:12])=O)=[O:7])([CH3:4])([CH3:3])[CH3:2].C[O:27][C:28](=[O:50])[CH2:29]N1C2C=CC=CC=2NC[C@H](NC(OC(C)(C)C)=O)C1=O.F[C:52]1[CH:57]=[C:56](C)[CH:55]=[C:54]([CH3:59])[C:53]=1[N+]([O-])=O. No catalyst specified. The product is [CH2:59]([O:50][C:28](=[O:27])[CH2:29][N:23]1[C:16]2[C:17]([CH3:22])=[CH:18][C:19]([CH3:21])=[CH:20][C:15]=2[NH:14][CH2:13][C@H:9]([NH:8][C:6]([O:5][C:1]([CH3:2])([CH3:3])[CH3:4])=[O:7])[C:10]1=[O:12])[C:54]1[CH:53]=[CH:52][CH:57]=[CH:56][CH:55]=1. The yield is 0.930. (8) The reactants are [N+](=[C:3]1[C:7]([CH3:9])([CH3:8])[O:6][C:5]([CH3:11])([CH3:10])[C:4]1=[O:12])=[N-].[CH3:13][OH:14]. No catalyst specified. The product is [CH3:13][O:14][C:4]([CH:3]1[C:7]([CH3:8])([CH3:9])[O:6][C:5]1([CH3:10])[CH3:11])=[O:12]. The yield is 0.850. (9) The reactants are N(C(OC(C)(C)C)=O)=NC(OC(C)(C)C)=O.[Cl:17][C:18]1[C:27]2[C:22](=[CH:23][C:24]([O:29][CH3:30])=[C:25]([OH:28])[CH:26]=2)[N:21]=[CH:20][N:19]=1.[N:31]1([CH2:37][CH2:38]O)[CH2:36][CH2:35][O:34][CH2:33][CH2:32]1.C1(P(C2C=CC=CC=2)C2C=CC=CC=2)C=CC=CC=1. The catalyst is ClCCl. The product is [Cl:17][C:18]1[C:27]2[C:22](=[CH:23][C:24]([O:29][CH3:30])=[C:25]([O:28][CH2:38][CH2:37][N:31]3[CH2:36][CH2:35][O:34][CH2:33][CH2:32]3)[CH:26]=2)[N:21]=[CH:20][N:19]=1. The yield is 0.760. (10) The reactants are [F:1][C:2]1[CH:3]=[CH:4][C:5]2[N:6]([CH:8]=[C:9]([C:11]([OH:13])=O)[N:10]=2)[CH:7]=1.C(N(CC)C(C)C)(C)C.[NH2:23][C@@H:24]1[CH2:29][CH2:28][C@H:27]([NH:30][C:31](=[O:55])[C:32]2[CH:37]=[C:36]([F:38])[CH:35]=[N:34][C:33]=2[NH:39][C:40]2[CH:45]=[CH:44][CH:43]=[C:42]([O:46][CH2:47][CH2:48][N:49]3[CH2:54][CH2:53][O:52][CH2:51][CH2:50]3)[CH:41]=2)[CH2:26][CH2:25]1. The catalyst is CN(C)C=O. The product is [F:1][C:2]1[CH:3]=[CH:4][C:5]2[N:6]([CH:8]=[C:9]([C:11]([NH:23][C@H:24]3[CH2:25][CH2:26][C@@H:27]([NH:30][C:31]([C:32]4[C:33]([NH:39][C:40]5[CH:45]=[CH:44][CH:43]=[C:42]([O:46][CH2:47][CH2:48][N:49]6[CH2:50][CH2:51][O:52][CH2:53][CH2:54]6)[CH:41]=5)=[N:34][CH:35]=[C:36]([F:38])[CH:37]=4)=[O:55])[CH2:28][CH2:29]3)=[O:13])[N:10]=2)[CH:7]=1. The yield is 0.470.